Dataset: Full USPTO retrosynthesis dataset with 1.9M reactions from patents (1976-2016). Task: Predict the reactants needed to synthesize the given product. (1) Given the product [NH2:1][C:3]1[C:8]2[C:9](=[O:29])[N:10]([C:15]3[CH:20]=[CH:19][C:18]([C:21]4[C:26]([F:27])=[CH:25][CH:24]=[CH:23][C:22]=4[F:28])=[CH:17][CH:16]=3)[CH2:11][C@@H:12]([CH3:14])[O:13][C:7]=2[N:6]=[CH:5][N:4]=1, predict the reactants needed to synthesize it. The reactants are: [NH3:1].Cl[C:3]1[C:8]2[C:9](=[O:29])[N:10]([C:15]3[CH:20]=[CH:19][C:18]([C:21]4[C:26]([F:27])=[CH:25][CH:24]=[CH:23][C:22]=4[F:28])=[CH:17][CH:16]=3)[CH2:11][C@@H:12]([CH3:14])[O:13][C:7]=2[N:6]=[CH:5][N:4]=1. (2) The reactants are: [C:1]([O:5][C:6](=[O:25])[CH2:7][O:8][C:9]1[CH:24]=[CH:23][C:12]([C:13]([O:15]CC2C=CC=CC=2)=[O:14])=[CH:11][CH:10]=1)([CH3:4])([CH3:3])[CH3:2]. Given the product [C:1]([O:5][C:6](=[O:25])[CH2:7][O:8][C:9]1[CH:10]=[CH:11][C:12]([C:13]([OH:15])=[O:14])=[CH:23][CH:24]=1)([CH3:4])([CH3:2])[CH3:3], predict the reactants needed to synthesize it. (3) Given the product [CH3:1][O:2][C:3](=[O:28])[C:4]1[C:9]([NH:10][CH:11]([CH2:15][CH3:16])[CH:12]([O:14][CH3:31])[CH3:13])=[CH:8][C:7]([CH3:17])=[N:6][C:5]=1[O:18][C:19]1[C:24]([CH3:25])=[CH:23][C:22]([Cl:26])=[CH:21][C:20]=1[CH3:27], predict the reactants needed to synthesize it. The reactants are: [CH3:1][O:2][C:3](=[O:28])[C:4]1[C:9]([NH:10][CH:11]([CH2:15][CH3:16])[CH:12]([OH:14])[CH3:13])=[CH:8][C:7]([CH3:17])=[N:6][C:5]=1[O:18][C:19]1[C:24]([CH3:25])=[CH:23][C:22]([Cl:26])=[CH:21][C:20]=1[CH3:27].[H-].[Na+].[CH3:31]I. (4) Given the product [C:11]([C:9]1[O:8][N:7]=[C:6]([C:4]([OH:5])=[O:3])[CH:10]=1)([CH3:14])([CH3:12])[CH3:13], predict the reactants needed to synthesize it. The reactants are: C([O:3][C:4]([C:6]1[CH:10]=[C:9]([C:11]([CH3:14])([CH3:13])[CH3:12])[O:8][N:7]=1)=[O:5])C.[OH-].[Na+].Cl. (5) Given the product [CH3:34][NH:35][C:3]([CH:5]1[CH2:9][CH:8]([N:10]2[CH:14]=[C:13]([C:15]3[CH:16]=[N:17][C:18]([NH2:33])=[C:19]([O:21][CH:22]([C:24]4[C:29]([Cl:30])=[CH:28][CH:27]=[C:26]([F:31])[C:25]=4[Cl:32])[CH3:23])[CH:20]=3)[CH:12]=[N:11]2)[CH2:7][NH:6]1)=[O:4], predict the reactants needed to synthesize it. The reactants are: CO[C:3]([CH:5]1[CH2:9][CH:8]([N:10]2[CH:14]=[C:13]([C:15]3[CH:16]=[N:17][C:18]([NH2:33])=[C:19]([O:21][CH:22]([C:24]4[C:29]([Cl:30])=[CH:28][CH:27]=[C:26]([F:31])[C:25]=4[Cl:32])[CH3:23])[CH:20]=3)[CH:12]=[N:11]2)[CH2:7][NH:6]1)=[O:4].[CH3:34][NH2:35].